Predict the product of the given reaction. From a dataset of Forward reaction prediction with 1.9M reactions from USPTO patents (1976-2016). (1) The product is: [CH2:12]([C:16]1[CH:21]=[C:20]([CH3:22])[N:5]([C:6]2[CH:11]=[CH:10][CH:9]=[CH:8][N:7]=2)[C:18](=[O:19])[C:17]=1[CH2:24][C:25]1[CH:26]=[CH:27][C:28]([C:31]2[C:32]([C:37]#[N:38])=[CH:33][CH:34]=[CH:35][CH:36]=2)=[CH:29][CH:30]=1)[CH2:13][CH2:14][CH3:15]. Given the reactants C[Al](C)C.[NH2:5][C:6]1[CH:11]=[CH:10][CH:9]=[CH:8][N:7]=1.[CH2:12]([C:16]1[CH:21]=[C:20]([CH3:22])[O:19][C:18](=O)[C:17]=1[CH2:24][C:25]1[CH:30]=[CH:29][C:28]([C:31]2[C:32]([C:37]#[N:38])=[CH:33][CH:34]=[CH:35][CH:36]=2)=[CH:27][CH:26]=1)[CH2:13][CH2:14][CH3:15].[Cl-].[NH4+], predict the reaction product. (2) Given the reactants CN(C=O)C.CCO[CH2:9][CH3:10].[K+].[Br-:12].[Br-].BrCC[C:17]1[C:30]2[C:21](=[NH+:22][CH:23]=[C:24]3[C:29]=2[CH:28]=[CH:27][CH:26]=[CH:25]3)[CH:20]=[CH:19][CH:18]=1, predict the reaction product. The product is: [Br:12][CH2:24][CH2:23][N:22]1[CH2:9][C:10]2[C:29](=[CH:28][CH:27]=[CH:26][CH:25]=2)[C:30]2[CH:17]=[CH:18][CH:19]=[CH:20][C:21]1=2. (3) Given the reactants O.[ClH:2].[N+:3]([C:6]1[CH:11]=[CH:10][C:9]([N:12]2[CH2:16][CH2:15][CH2:14][C:13]2=[NH:17])=[CH:8][CH:7]=1)([O-])=O, predict the reaction product. The product is: [ClH:2].[NH2:3][C:6]1[CH:11]=[CH:10][C:9]([N:12]2[CH2:16][CH2:15][CH2:14][C:13]2=[NH:17])=[CH:8][CH:7]=1.